From a dataset of Full USPTO retrosynthesis dataset with 1.9M reactions from patents (1976-2016). Predict the reactants needed to synthesize the given product. (1) Given the product [ClH:1].[Cl:54][C:55]1[CH:60]=[CH:59][C:58]([NH:61][C:62]([C:64]2[CH:65]=[C:66]([CH2:70][CH2:71][CH2:72][O:73][CH2:74][CH2:75][O:76][CH2:77][CH2:78][O:79][CH2:80][CH2:81][O:82][CH2:83][CH2:84][C:85]([O:87][C:88]([CH3:91])([CH3:90])[CH3:89])=[O:86])[CH:67]=[CH:68][CH:69]=2)=[O:63])=[C:57]([C:92]2[CH:97]=[C:96]([C:98](=[O:110])[NH:99][C@@H:100]3[C:109]4[C:104](=[CH:105][CH:106]=[CH:107][CH:108]=4)[CH2:103][CH2:102][CH2:101]3)[CH:95]=[CH:94][N:93]=2)[CH:56]=1, predict the reactants needed to synthesize it. The reactants are: [Cl:1]C1C=CC(NC(C2C=C(CCCOCCOCCOCCOCCC(O)=O)C=CC=2)=O)=C(C2C=C(C(=O)N[C@@H]3C4C(=CC=CC=4)CCC3)C=CN=2)C=1.[Cl:54][C:55]1[CH:60]=[CH:59][C:58]([NH:61][C:62]([C:64]2[CH:65]=[C:66]([CH2:70][CH2:71][CH2:72][O:73][CH2:74][CH2:75][O:76][CH2:77][CH2:78][O:79][CH2:80][CH2:81][O:82][CH2:83][CH2:84][C:85]([O:87][C:88]([CH3:91])([CH3:90])[CH3:89])=[O:86])[CH:67]=[CH:68][CH:69]=2)=[O:63])=[C:57]([C:92]2[CH:97]=[C:96]([C:98](=[O:110])[NH:99][C@@H:100]3[C:109]4[C:104](=[CH:105][CH:106]=[CH:107][CH:108]=4)[CH2:103][CH2:102][CH2:101]3)[CH:95]=[CH:94][N:93]=2)[CH:56]=1. (2) Given the product [Cl:18][C:19]1[CH:32]=[C:31]2[C:22]([N:23]=[C:24]3[C:29](=[C:30]2[N:4]2[C:5]4[C:10](=[CH:9][CH:8]=[C:7]([N:11]5[CH2:16][CH2:15][O:14][CH2:13][CH2:12]5)[CH:6]=4)[C:2]([CH3:17])([CH3:1])[CH2:3]2)[CH2:28][CH2:27][CH2:26][CH2:25]3)=[CH:21][CH:20]=1, predict the reactants needed to synthesize it. The reactants are: [CH3:1][C:2]1([CH3:17])[C:10]2[C:5](=[CH:6][C:7]([N:11]3[CH2:16][CH2:15][O:14][CH2:13][CH2:12]3)=[CH:8][CH:9]=2)[NH:4][CH2:3]1.[Cl:18][C:19]1[CH:32]=[C:31]2[C:22]([N:23]=[C:24]3[C:29](=[C:30]2Cl)[CH2:28][CH2:27][CH2:26][CH2:25]3)=[CH:21][CH:20]=1.C(=O)([O-])[O-].[Cs+].[Cs+].C1C=CC(P(C2C(C3C(P(C4C=CC=CC=4)C4C=CC=CC=4)=CC=C4C=3C=CC=C4)=C3C(C=CC=C3)=CC=2)C2C=CC=CC=2)=CC=1. (3) Given the product [OH:1][CH2:17][C:16]1[CH:15]=[CH:21][CH:20]=[CH:19][C:18]=1[NH:9][CH2:14][CH:15]1[CH2:16][CH2:17][C:18](=[O:2])[NH:9][C:14]1=[O:3], predict the reactants needed to synthesize it. The reactants are: [OH2:1].[OH2:2].[OH2:3].[F-].C([N+:9]([CH2:18][CH2:19][CH2:20][CH3:21])([CH2:14][CH2:15][CH2:16][CH3:17])CCCC)CCC. (4) Given the product [O:13]1[C:10]2=[N:11][CH:12]=[C:7]([C:5]([OH:6])=[O:4])[CH:8]=[C:9]2[CH:15]=[CH:14]1, predict the reactants needed to synthesize it. The reactants are: [Li].C([O:4][C:5]([C:7]1[CH:8]=[C:9]2[CH:15]=[CH:14][O:13][C:10]2=[N:11][CH:12]=1)=[O:6])C. (5) Given the product [C:4]([N:2]([CH3:1])[NH2:3])([O:5][C:6]([CH3:9])([CH3:8])[CH3:7])=[O:11], predict the reactants needed to synthesize it. The reactants are: [CH3:1][NH:2][NH2:3].[C:4]([O:11]C(OC(C)(C)C)=O)(=O)[O:5][C:6]([CH3:9])([CH3:8])[CH3:7]. (6) Given the product [Br:1][C:2]1[CH:3]=[CH:4][C:5]2[O:12][C:9]3([CH2:10][CH2:11]3)[CH2:8][NH:7][C:6]=2[CH:14]=1, predict the reactants needed to synthesize it. The reactants are: [Br:1][C:2]1[CH:3]=[CH:4][C:5]2[O:12][C:9]3([CH2:11][CH2:10]3)[C:8](=O)[NH:7][C:6]=2[CH:14]=1.CO. (7) Given the product [F:4][C:5]1([F:10])[CH2:9][CH2:8][N:7]([CH2:12][CH2:13][O:14][CH2:15][CH2:16][OH:17])[CH2:6]1, predict the reactants needed to synthesize it. The reactants are: N#N.Cl.[F:4][C:5]1([F:10])[CH2:9][CH2:8][NH:7][CH2:6]1.Cl[CH2:12][CH2:13][O:14][CH2:15][CH2:16][OH:17].C([O-])([O-])=O.[K+].[K+].